Dataset: Catalyst prediction with 721,799 reactions and 888 catalyst types from USPTO. Task: Predict which catalyst facilitates the given reaction. (1) Reactant: [Cl:1][C:2]1[CH:27]=[CH:26][C:5]([O:6][CH2:7][C:8]([N:10]2[CH2:15][C@H:14]([CH3:16])[N:13]([CH2:17][C:18]3[CH:23]=[CH:22][C:21]([F:24])=[CH:20][CH:19]=3)[CH2:12][C@H:11]2[CH3:25])=[O:9])=[C:4]([CH2:28]O)[CH:3]=1.S(Cl)([Cl:32])=O. Product: [Cl:1][C:2]1[CH:27]=[CH:26][C:5]([O:6][CH2:7][C:8]([N:10]2[CH2:15][C@H:14]([CH3:16])[N:13]([CH2:17][C:18]3[CH:23]=[CH:22][C:21]([F:24])=[CH:20][CH:19]=3)[CH2:12][C@H:11]2[CH3:25])=[O:9])=[C:4]([CH2:28][Cl:32])[CH:3]=1. The catalyst class is: 2. (2) Reactant: [CH3:1][O:2][C:3]1[CH:14]=[CH:13][C:6]([O:7][CH2:8][CH2:9][C:10]([OH:12])=O)=[CH:5][CH:4]=1.S(Cl)(Cl)=O.[Cl-].[Cl-].[Al+3].[Cl-].[Cl-]. Product: [CH3:1][O:2][C:3]1[CH:4]=[C:5]2[C:6](=[CH:13][CH:14]=1)[O:7][CH2:8][CH2:9][C:10]2=[O:12]. The catalyst class is: 11. (3) Reactant: [CH:1]1([CH2:7][C@H:8]([CH2:12][C:13]([N:15]2[CH2:20][CH2:19][O:18][CH2:17][CH2:16]2)=[O:14])[C:9]([OH:11])=O)[CH2:6][CH2:5][CH2:4][CH2:3][CH2:2]1.FC(F)(F)C(O)=O.[NH2:28][CH:29]([CH2:41][CH3:42])[C@@H:30]([C:32]1[N:36]=[C:35]([C:37]([F:40])([F:39])[F:38])[O:34][N:33]=1)[OH:31].F[P-](F)(F)(F)(F)F.N1(OC(N(C)C)=[N+](C)C)C2N=CC=CC=2N=N1.C(N(C(C)C)CC)(C)C. Product: [CH:1]1([CH2:7][C@H:8]([CH2:12][C:13]([N:15]2[CH2:20][CH2:19][O:18][CH2:17][CH2:16]2)=[O:14])[C:9]([NH:28][C@H:29]([CH:30]([OH:31])[C:32]2[N:36]=[C:35]([C:37]([F:40])([F:39])[F:38])[O:34][N:33]=2)[CH2:41][CH3:42])=[O:11])[CH2:2][CH2:3][CH2:4][CH2:5][CH2:6]1. The catalyst class is: 9. (4) Reactant: [Cl:1][C:2]1[CH:16]=[CH:15][C:5]([CH2:6][NH:7]C(=O)OC(C)(C)C)=[CH:4][C:3]=1[NH:17][C:18]1[N:22]([CH3:23])[C:21]2[CH:24]=[C:25]([N:29]3[CH2:34][CH2:33][CH:32]([C:35]([F:38])([F:37])[F:36])[CH2:31][CH2:30]3)[C:26]([Cl:28])=[CH:27][C:20]=2[N:19]=1.C(O)(C(F)(F)F)=O. Product: [Cl:1][C:2]1[CH:16]=[CH:15][C:5]([CH2:6][NH2:7])=[CH:4][C:3]=1[NH:17][C:18]1[N:22]([CH3:23])[C:21]2[CH:24]=[C:25]([N:29]3[CH2:30][CH2:31][CH:32]([C:35]([F:37])([F:36])[F:38])[CH2:33][CH2:34]3)[C:26]([Cl:28])=[CH:27][C:20]=2[N:19]=1. The catalyst class is: 2. (5) Reactant: Br[CH2:2][C:3]1[C:4]([C:21]2[CH:26]=[CH:25][CH:24]=[C:23]([C:27]([F:30])([F:29])[F:28])[CH:22]=2)=[N:5][C:6]2[C:11]([C:12]=1[C:13]([O:15][CH3:16])=[O:14])=[CH:10][C:9]([S:17]([CH3:20])(=[O:19])=[O:18])=[CH:8][CH:7]=2.[F:31][C:32]1([F:43])[CH2:36][CH2:35][N:34]([CH:37]2[CH2:42][CH2:41][NH:40][CH2:39][CH2:38]2)[CH2:33]1. Product: [F:43][C:32]1([F:31])[CH2:36][CH2:35][N:34]([CH:37]2[CH2:38][CH2:39][N:40]([CH2:2][C:3]3[C:4]([C:21]4[CH:26]=[CH:25][CH:24]=[C:23]([C:27]([F:30])([F:29])[F:28])[CH:22]=4)=[N:5][C:6]4[C:11]([C:12]=3[C:13]([O:15][CH3:16])=[O:14])=[CH:10][C:9]([S:17]([CH3:20])(=[O:19])=[O:18])=[CH:8][CH:7]=4)[CH2:41][CH2:42]2)[CH2:33]1. The catalyst class is: 10. (6) Reactant: [CH2:1]([O:3][C:4]1[CH:9]=[CH:8][C:7]([C:10]2[CH:18]=[CH:17][CH:16]=[C:15]3[C:11]=2[CH2:12][CH2:13][C:14]3=[O:19])=[C:6]([OH:20])[C:5]=1[O:21][CH3:22])[CH3:2].C(=O)([O-])[O-].[K+].[K+].Br[CH2:30][C:31]1([CH3:35])[CH2:34][O:33][CH2:32]1. Product: [CH2:1]([O:3][C:4]1[CH:9]=[CH:8][C:7]([C:10]2[CH:18]=[CH:17][CH:16]=[C:15]3[C:11]=2[CH2:12][CH2:13][C:14]3=[O:19])=[C:6]([O:20][CH2:30][C:31]2([CH3:35])[CH2:34][O:33][CH2:32]2)[C:5]=1[O:21][CH3:22])[CH3:2]. The catalyst class is: 10. (7) The catalyst class is: 3. Reactant: [NH:1]1[CH:5]=[CH:4][N:3]=[C:2]1[CH:6]=[O:7].C(N(CC)C(C)C)(C)C.[C:17](Cl)([C:30]1[CH:35]=[CH:34][CH:33]=[CH:32][CH:31]=1)([C:24]1[CH:29]=[CH:28][CH:27]=[CH:26][CH:25]=1)[C:18]1[CH:23]=[CH:22][CH:21]=[CH:20][CH:19]=1. Product: [C:17]([N:1]1[CH:5]=[CH:4][N:3]=[C:2]1[CH:6]=[O:7])([C:18]1[CH:23]=[CH:22][CH:21]=[CH:20][CH:19]=1)([C:30]1[CH:31]=[CH:32][CH:33]=[CH:34][CH:35]=1)[C:24]1[CH:25]=[CH:26][CH:27]=[CH:28][CH:29]=1. (8) Reactant: CCN(CCCC(N[C:12]1[CH:13]=[CH:14][N:15]=[C:16]2[CH:21]=[C:20]([Cl:22])[CH:19]=[CH:18][C:17]=12)C)CC.N1C2C(=CC=CC=2)C=CC=1.CC(C)([O-])C.[K+].C(O)(C)(C)C.[CH2:44]([N:46]([CH2:50][CH3:51])[CH2:47][CH2:48][SH:49])[CH3:45].ClC1C2C(=CC(Cl)=CC=2)N=CC=1. Product: [Cl:22][C:20]1[CH:21]=[C:16]2[C:17]([C:12]([S:49][CH2:48][CH2:47][N:46]([CH2:50][CH3:51])[CH2:44][CH3:45])=[CH:13][CH:14]=[N:15]2)=[CH:18][CH:19]=1. The catalyst class is: 28. (9) Reactant: [CH2:1]([NH2:3])[CH3:2].[CH2:4]1[CH2:10][S:7](=[O:9])(=[O:8])[O:6][CH2:5]1. Product: [CH2:1]([NH:3][CH2:5][CH2:4][CH2:10][S:7]([OH:9])(=[O:8])=[O:6])[CH3:2]. The catalyst class is: 7.